From a dataset of Catalyst prediction with 721,799 reactions and 888 catalyst types from USPTO. Predict which catalyst facilitates the given reaction. (1) Reactant: [CH2:1]([N:5]1[C:13](=[O:14])[NH:12][C:11]2[C:6]1=[N:7][C:8]([C:19]1[CH:24]=[CH:23][CH:22]=[C:21]([O:25][Si](C(C)C)(C(C)C)C(C)C)[CH:20]=1)=[N:9][C:10]=2[C:15]([O:17]C)=O)[CH:2]([CH3:4])[CH3:3].[NH2:36]C1C(C(OC)=O)=NC(C2C=CC=C(O[Si](C(C)C)(C(C)C)C(C)C)C=2)=NC=1NC1C2C(=CC=CC=2)CC1. Product: [OH:25][C:21]1[CH:20]=[C:19]([C:8]2[N:7]=[C:6]3[C:11]([NH:12][C:13](=[O:14])[N:5]3[CH2:1][CH:2]([CH3:3])[CH3:4])=[C:10]([C:15]([NH2:36])=[O:17])[N:9]=2)[CH:24]=[CH:23][CH:22]=1. The catalyst class is: 4. (2) The catalyst class is: 98. Product: [Cl:1][C:2]1[CH:10]=[CH:9][C:8]([S:11]([NH:36][C:35]2[CH:37]=[CH:38][C:32]([C:31]([F:30])([F:39])[F:40])=[CH:33][CH:34]=2)(=[O:13])=[O:12])=[CH:7][C:3]=1[C:4]([N:20]1[CH2:19][CH2:18][N:17]2[CH2:21][CH2:22][CH2:23][C@@H:16]2[CH2:15]1)=[O:5]. Reactant: [Cl:1][C:2]1[CH:10]=[CH:9][C:8]([S:11](Cl)(=[O:13])=[O:12])=[CH:7][C:3]=1[C:4](Cl)=[O:5].[CH2:15]1[NH:20][CH2:19][CH2:18][N:17]2[CH2:21][CH2:22][CH2:23][C@H:16]12.C(=O)([O-])[O-].[Na+].[Na+].[F:30][C:31]([F:40])([F:39])[C:32]1[CH:38]=[CH:37][C:35]([NH2:36])=[CH:34][CH:33]=1. (3) Reactant: [NH2:1][C:2]1[N:10]=[CH:9][N:8]=[C:7]2[C:3]=1[N:4]=[C:5]([S:26][C:27]1[C:35]([Br:36])=[CH:34][C:30]3[O:31][CH2:32][O:33][C:29]=3[CH:28]=1)[N:6]2[CH2:11][CH2:12][CH:13]([NH:18]C(=O)OC(C)(C)C)[CH:14]1[CH2:17][CH2:16][CH2:15]1.Cl. Product: [NH2:18][CH:13]([CH:14]1[CH2:17][CH2:16][CH2:15]1)[CH2:12][CH2:11][N:6]1[C:5]([S:26][C:27]2[C:35]([Br:36])=[CH:34][C:30]3[O:31][CH2:32][O:33][C:29]=3[CH:28]=2)=[N:4][C:3]2[C:7]1=[N:8][CH:9]=[N:10][C:2]=2[NH2:1]. The catalyst class is: 25. (4) Reactant: [CH3:1][O:2][C:3]1[C:8]2[N:9]=[C:10]([NH:12][C:13](=[O:22])[C:14]3[CH:19]=[CH:18][N:17]=[C:16]([CH:20]=[CH2:21])[CH:15]=3)[S:11][C:7]=2[C:6]([CH:23]2[CH2:28][CH2:27][O:26][CH2:25][CH2:24]2)=[CH:5][CH:4]=1. Product: [CH2:20]([C:16]1[CH:15]=[C:14]([CH:19]=[CH:18][N:17]=1)[C:13]([NH:12][C:10]1[S:11][C:7]2[C:6]([CH:23]3[CH2:24][CH2:25][O:26][CH2:27][CH2:28]3)=[CH:5][CH:4]=[C:3]([O:2][CH3:1])[C:8]=2[N:9]=1)=[O:22])[CH3:21]. The catalyst class is: 886.